From a dataset of Full USPTO retrosynthesis dataset with 1.9M reactions from patents (1976-2016). Predict the reactants needed to synthesize the given product. (1) Given the product [CH3:26][C:2]1[C:3]([NH:12][C@H:13]2[CH2:17][CH2:16][CH2:15][C@@H:14]2[NH:18][C:19](=[O:25])[O:20][C:21]([CH3:24])([CH3:23])[CH3:22])=[N:4][CH:5]=[C:6]([C:8]([F:11])([F:10])[F:9])[N:7]=1, predict the reactants needed to synthesize it. The reactants are: Br[C:2]1[C:3]([NH:12][C@H:13]2[CH2:17][CH2:16][CH2:15][C@@H:14]2[NH:18][C:19](=[O:25])[O:20][C:21]([CH3:24])([CH3:23])[CH3:22])=[N:4][CH:5]=[C:6]([C:8]([F:11])([F:10])[F:9])[N:7]=1.[CH3:26]B(O)O.C(=O)([O-])[O-].[K+].[K+]. (2) The reactants are: I[C:2]1[CH:7]=[CH:6][CH:5]=[CH:4][N:3]=1.C1COCC1.C(N(CC)CC)C.[Cl:20][C:21]1[CH:22]=[C:23]([NH:36][C:37]2[C:38]3[S:45][C:44]([C:46]#[CH:47])=[CH:43][C:39]=3[N:40]=[CH:41][N:42]=2)[CH:24]=[CH:25][C:26]=1[O:27][CH2:28][C:29]1[CH:34]=[CH:33][CH:32]=[C:31]([F:35])[CH:30]=1. Given the product [Cl:20][C:21]1[CH:22]=[C:23]([NH:36][C:37]2[C:38]3[S:45][C:44]([C:46]#[C:47][C:2]4[CH:7]=[CH:6][CH:5]=[CH:4][N:3]=4)=[CH:43][C:39]=3[N:40]=[CH:41][N:42]=2)[CH:24]=[CH:25][C:26]=1[O:27][CH2:28][C:29]1[CH:34]=[CH:33][CH:32]=[C:31]([F:35])[CH:30]=1, predict the reactants needed to synthesize it. (3) Given the product [CH3:1][C:2]1[N:17]([CH2:9][CH2:10][C:11]2[CH:16]=[CH:15][CH:14]=[CH:13][CH:12]=2)[C:5]([CH3:6])=[CH:4][CH:3]=1, predict the reactants needed to synthesize it. The reactants are: [CH3:1][C:2](=O)[CH2:3][CH2:4][C:5](=O)[CH3:6].[CH2:9]([NH2:17])[CH2:10][C:11]1[CH:16]=[CH:15][CH:14]=[CH:13][CH:12]=1.C(O)(=O)C.